Dataset: Forward reaction prediction with 1.9M reactions from USPTO patents (1976-2016). Task: Predict the product of the given reaction. (1) Given the reactants [CH2:1]([O:4][C:5]1[CH:14]=[CH:13][C:8]2[N:9]=[C:10]([NH2:12])[S:11][C:7]=2[CH:6]=1)[C:2]#[CH:3].[C:15]([C:23]1[CH:31]=[CH:30][C:26]([C:27](O)=[O:28])=[CH:25][CH:24]=1)(=[O:22])[C:16]1[CH:21]=[CH:20][CH:19]=[CH:18][CH:17]=1.CN(C(ON1N=NC2C=CC=CC1=2)=[N+](C)C)C.[B-](F)(F)(F)F.C(N(CC)CC)C, predict the reaction product. The product is: [C:15]([C:23]1[CH:24]=[CH:25][C:26]([C:27]([NH:12][C:10]2[S:11][C:7]3[CH:6]=[C:5]([O:4][CH2:1][C:2]#[CH:3])[CH:14]=[CH:13][C:8]=3[N:9]=2)=[O:28])=[CH:30][CH:31]=1)(=[O:22])[C:16]1[CH:17]=[CH:18][CH:19]=[CH:20][CH:21]=1. (2) Given the reactants [CH3:1][C:2]1([CH3:20])[CH2:6][C:5]2[C:7]([CH3:19])=[C:8]([N:13]3[CH2:18][CH2:17][NH:16][CH2:15][CH2:14]3)[C:9]([CH3:12])=[C:10]([CH3:11])[C:4]=2[O:3]1.Br[C:22]1[CH:27]=[CH:26][C:25]([Cl:28])=[C:24]([CH3:29])[CH:23]=1, predict the reaction product. The product is: [Cl:28][C:25]1[CH:26]=[CH:27][C:22]([N:16]2[CH2:15][CH2:14][N:13]([C:8]3[C:9]([CH3:12])=[C:10]([CH3:11])[C:4]4[O:3][C:2]([CH3:20])([CH3:1])[CH2:6][C:5]=4[C:7]=3[CH3:19])[CH2:18][CH2:17]2)=[CH:23][C:24]=1[CH3:29]. (3) Given the reactants [NH2:1][CH:2]1[CH2:10][C:9]2[C:4](=[CH:5][CH:6]=[CH:7][CH:8]=2)[CH2:3]1.[F:11][C:12]([F:23])([F:22])[C:13](O[C:13](=[O:14])[C:12]([F:23])([F:22])[F:11])=[O:14], predict the reaction product. The product is: [CH2:3]1[C:4]2[C:9](=[CH:8][CH:7]=[CH:6][CH:5]=2)[CH2:10][CH:2]1[NH:1][C:13](=[O:14])[C:12]([F:23])([F:22])[F:11]. (4) Given the reactants [Cl:1][C:2]1[CH:3]=[C:4]([CH:17]=[CH:18][C:19]=1[O:20][CH3:21])[C:5]([CH:7]1[CH2:12][CH2:11][N:10]([CH2:13][C:14]([OH:16])=O)[CH2:9][CH2:8]1)=[O:6].CCN=C=NCCCN(C)C.Cl.C1C=CC2N(O)N=NC=2C=1.C(N(CC)CC)C.[NH2:51][CH2:52][C:53]1[NH:54][C:55](=[O:63])[C:56]2[CH2:62][O:61][CH2:60][CH2:59][C:57]=2[N:58]=1, predict the reaction product. The product is: [Cl:1][C:2]1[CH:3]=[C:4]([CH:17]=[CH:18][C:19]=1[O:20][CH3:21])[C:5]([CH:7]1[CH2:8][CH2:9][N:10]([CH2:13][C:14]([NH:51][CH2:52][C:53]2[NH:54][C:55](=[O:63])[C:56]3[CH2:62][O:61][CH2:60][CH2:59][C:57]=3[N:58]=2)=[O:16])[CH2:11][CH2:12]1)=[O:6]. (5) The product is: [Cl:27][C:24]1[CH:23]=[CH:22][C:21]([C:19]2[S:20][C:14]3[C:13](=[O:28])[N:12]([C:9]4[CH:10]=[CH:11][C:6]([O:5][CH:3]5[CH2:4][N:1]([C:34](=[O:35])[CH2:33][C:32]([F:38])([F:37])[F:31])[CH2:2]5)=[C:7]([O:29][CH3:30])[CH:8]=4)[CH2:17][CH2:16][C:15]=3[N:18]=2)=[CH:26][CH:25]=1. Given the reactants [NH:1]1[CH2:4][CH:3]([O:5][C:6]2[CH:11]=[CH:10][C:9]([N:12]3[CH2:17][CH2:16][C:15]4[N:18]=[C:19]([C:21]5[CH:26]=[CH:25][C:24]([Cl:27])=[CH:23][CH:22]=5)[S:20][C:14]=4[C:13]3=[O:28])=[CH:8][C:7]=2[O:29][CH3:30])[CH2:2]1.[F:31][C:32]([F:38])([F:37])[CH2:33][C:34](Cl)=[O:35], predict the reaction product.